Dataset: Reaction yield outcomes from USPTO patents with 853,638 reactions. Task: Predict the reaction yield, written as a fraction of the theoretical maximum amount of product (1.0 means a 100% yield; for example, 0.34 means a 34% yield). (1) The reactants are [F:1][C:2]([F:12])([F:11])[O:3][C:4]1[CH:10]=[CH:9][CH:8]=[CH:7][C:5]=1[NH2:6].P(=O)(O)(O)O.[N+]([O-])(O)=O.[N:22]([O-])=O.[Na+].C([O-])(=O)C.[K+].[C:31]([CH2:34][C:35](=[O:37])[CH3:36])(=[O:33])[CH3:32]. The catalyst is O.C(O)C. The product is [F:1][C:2]([F:11])([F:12])[O:3][C:4]1[CH:10]=[CH:9][CH:8]=[CH:7][C:5]=1[NH:6][N:22]=[C:34]([C:35](=[O:37])[CH3:36])[C:31](=[O:33])[CH3:32]. The yield is 0.800. (2) The reactants are Cl.Cl.[Cl:3][C:4]1[C:5]([N:10]2[CH2:15][CH2:14][NH:13][CH2:12][CH2:11]2)=[N:6][CH:7]=[CH:8][N:9]=1.[CH3:16][N:17]1[C:21]([CH3:22])=[C:20]([CH:23]=O)[C:19]([CH3:25])=[N:18]1.C(O[BH-](OC(=O)C)OC(=O)C)(=O)C.[Na+].C(=O)([O-])O.[Na+]. The catalyst is O1CCCC1. The product is [Cl:3][C:4]1[C:5]([N:10]2[CH2:11][CH2:12][N:13]([CH2:23][C:20]3[C:19]([CH3:25])=[N:18][N:17]([CH3:16])[C:21]=3[CH3:22])[CH2:14][CH2:15]2)=[N:6][CH:7]=[CH:8][N:9]=1. The yield is 0.980. (3) The reactants are [C:1]([O:5][C:6]([NH:8][C@H:9]([C:29]([O:31][CH3:32])=[O:30])[CH2:10][C:11]1[CH:16]=[CH:15][C:14]([N:17]2[C:22](=[O:23])[C:21]3[CH:24]=[CH:25][N:26]=[CH:27][C:20]=3[NH:19][C:18]2=[O:28])=[CH:13][CH:12]=1)=[O:7])([CH3:4])([CH3:3])[CH3:2].[C:33](=O)([O-])[O-].[K+].[K+].CI. The catalyst is CN(C)C=O. The product is [C:1]([O:5][C:6]([NH:8][C@H:9]([C:29]([O:31][CH3:32])=[O:30])[CH2:10][C:11]1[CH:12]=[CH:13][C:14]([N:17]2[C:22](=[O:23])[C:21]3[CH:24]=[CH:25][N:26]=[CH:27][C:20]=3[N:19]([CH3:33])[C:18]2=[O:28])=[CH:15][CH:16]=1)=[O:7])([CH3:3])([CH3:4])[CH3:2]. The yield is 0.430. (4) The product is [CH3:1][O:2][C:3](=[O:33])/[CH:4]=[CH:5]/[C:6]1[CH:11]=[CH:10][C:9]([C:12]([CH2:15][CH3:16])([C:17]2[CH:22]=[CH:21][C:20]([CH2:23][CH2:24][CH:25]([OH:30])[C:26]([CH3:28])([CH3:29])[CH3:27])=[C:19]([CH3:31])[CH:18]=2)[CH2:13][CH3:14])=[CH:8][C:7]=1[CH3:32]. The yield is 0.720. The catalyst is CO. The reactants are [CH3:1][O:2][C:3](=[O:33])/[CH:4]=[CH:5]/[C:6]1[CH:11]=[CH:10][C:9]([C:12]([C:17]2[CH:22]=[CH:21][C:20]([CH2:23][CH2:24][C:25](=[O:30])[C:26]([CH3:29])([CH3:28])[CH3:27])=[C:19]([CH3:31])[CH:18]=2)([CH2:15][CH3:16])[CH2:13][CH3:14])=[CH:8][C:7]=1[CH3:32].[BH4-].[Na+].O. (5) The reactants are Cl[CH:2]([C:20]1[CH:25]=[CH:24][CH:23]=[CH:22][CH:21]=1)[C:3]([C:5]1[C:13]2[C:8](=[CH:9][CH:10]=[CH:11][CH:12]=2)[N:7]([CH2:14][CH2:15][O:16][CH2:17][O:18][CH3:19])[CH:6]=1)=[O:4].[CH3:26][O:27][C:28]1[CH:29]=[C:30]([CH:32]=[C:33]([O:35][CH3:36])[CH:34]=1)[NH2:31]. The catalyst is C(#N)C. The product is [CH3:36][O:35][C:33]1[CH:32]=[C:30]([NH:31][CH:2]([C:20]2[CH:25]=[CH:24][CH:23]=[CH:22][CH:21]=2)[C:3]([C:5]2[C:13]3[C:8](=[CH:9][CH:10]=[CH:11][CH:12]=3)[N:7]([CH2:14][CH2:15][O:16][CH2:17][O:18][CH3:19])[CH:6]=2)=[O:4])[CH:29]=[C:28]([O:27][CH3:26])[CH:34]=1. The yield is 0.410. (6) The reactants are CN(C(ON1N=NC2C=CC=NC1=2)=[N+](C)C)C.F[P-](F)(F)(F)(F)F.Cl.Cl.Cl.[Cl:28][C:29]1[N:34]=[CH:33][C:32]([C:35]2[NH:39][C:38]([C@@H:40]3[CH2:44][CH2:43][CH2:42][NH:41]3)=[N:37][CH:36]=2)=[CH:31][N:30]=1.[N:45]1[CH:50]=[CH:49][CH:48]=[C:47]([CH2:51][C:52](O)=[O:53])[CH:46]=1.CCN(C(C)C)C(C)C. The catalyst is CN(C=O)C. The product is [Cl:28][C:29]1[N:34]=[CH:33][C:32]([C:35]2[NH:39][C:38]([C@@H:40]3[CH2:44][CH2:43][CH2:42][N:41]3[C:52](=[O:53])[CH2:51][C:47]3[CH:46]=[N:45][CH:50]=[CH:49][CH:48]=3)=[N:37][CH:36]=2)=[CH:31][N:30]=1. The yield is 0.250.